From a dataset of NCI-60 drug combinations with 297,098 pairs across 59 cell lines. Regression. Given two drug SMILES strings and cell line genomic features, predict the synergy score measuring deviation from expected non-interaction effect. (1) Drug 1: CN1CCC(CC1)COC2=C(C=C3C(=C2)N=CN=C3NC4=C(C=C(C=C4)Br)F)OC. Drug 2: CC1C(C(=O)NC(C(=O)N2CCCC2C(=O)N(CC(=O)N(C(C(=O)O1)C(C)C)C)C)C(C)C)NC(=O)C3=C4C(=C(C=C3)C)OC5=C(C(=O)C(=C(C5=N4)C(=O)NC6C(OC(=O)C(N(C(=O)CN(C(=O)C7CCCN7C(=O)C(NC6=O)C(C)C)C)C)C(C)C)C)N)C. Cell line: NCI/ADR-RES. Synergy scores: CSS=-1.81, Synergy_ZIP=-1.40, Synergy_Bliss=-4.02, Synergy_Loewe=-4.54, Synergy_HSA=-4.99. (2) Drug 1: CC12CCC(CC1=CCC3C2CCC4(C3CC=C4C5=CN=CC=C5)C)O. Drug 2: CC(CN1CC(=O)NC(=O)C1)N2CC(=O)NC(=O)C2. Cell line: NCI-H460. Synergy scores: CSS=33.3, Synergy_ZIP=-0.175, Synergy_Bliss=0.109, Synergy_Loewe=-2.82, Synergy_HSA=-0.0195. (3) Cell line: T-47D. Drug 1: CC1=C2C(C(=O)C3(C(CC4C(C3C(C(C2(C)C)(CC1OC(=O)C(C(C5=CC=CC=C5)NC(=O)OC(C)(C)C)O)O)OC(=O)C6=CC=CC=C6)(CO4)OC(=O)C)O)C)O. Synergy scores: CSS=4.10, Synergy_ZIP=-4.53, Synergy_Bliss=-3.76, Synergy_Loewe=-10.2, Synergy_HSA=-4.10. Drug 2: C1=CC=C(C(=C1)C(C2=CC=C(C=C2)Cl)C(Cl)Cl)Cl. (4) Drug 1: CCC(=C(C1=CC=CC=C1)C2=CC=C(C=C2)OCCN(C)C)C3=CC=CC=C3.C(C(=O)O)C(CC(=O)O)(C(=O)O)O. Synergy scores: CSS=2.95, Synergy_ZIP=2.00, Synergy_Bliss=4.40, Synergy_Loewe=2.34, Synergy_HSA=1.83. Drug 2: CC1CCC2CC(C(=CC=CC=CC(CC(C(=O)C(C(C(=CC(C(=O)CC(OC(=O)C3CCCCN3C(=O)C(=O)C1(O2)O)C(C)CC4CCC(C(C4)OC)O)C)C)O)OC)C)C)C)OC. Cell line: T-47D. (5) Drug 1: COC1=C(C=C2C(=C1)N=CN=C2NC3=CC(=C(C=C3)F)Cl)OCCCN4CCOCC4. Drug 2: CCC1=C2CN3C(=CC4=C(C3=O)COC(=O)C4(CC)O)C2=NC5=C1C=C(C=C5)O. Cell line: MALME-3M. Synergy scores: CSS=45.8, Synergy_ZIP=-3.12, Synergy_Bliss=3.59, Synergy_Loewe=-1.40, Synergy_HSA=5.48. (6) Synergy scores: CSS=7.23, Synergy_ZIP=-5.33, Synergy_Bliss=-1.41, Synergy_Loewe=-2.43, Synergy_HSA=0.0765. Drug 1: C1C(C(OC1N2C=C(C(=O)NC2=O)F)CO)O. Cell line: SK-MEL-28. Drug 2: CC1=C(C=C(C=C1)NC(=O)C2=CC=C(C=C2)CN3CCN(CC3)C)NC4=NC=CC(=N4)C5=CN=CC=C5. (7) Drug 1: COC1=NC(=NC2=C1N=CN2C3C(C(C(O3)CO)O)O)N. Drug 2: CC(C)(C#N)C1=CC(=CC(=C1)CN2C=NC=N2)C(C)(C)C#N. Cell line: CCRF-CEM. Synergy scores: CSS=61.5, Synergy_ZIP=3.13, Synergy_Bliss=6.89, Synergy_Loewe=1.93, Synergy_HSA=3.81. (8) Drug 1: CC12CCC3C(C1CCC2O)C(CC4=C3C=CC(=C4)O)CCCCCCCCCS(=O)CCCC(C(F)(F)F)(F)F. Drug 2: C1C(C(OC1N2C=NC(=NC2=O)N)CO)O. Cell line: TK-10. Synergy scores: CSS=1.45, Synergy_ZIP=2.19, Synergy_Bliss=4.45, Synergy_Loewe=0.575, Synergy_HSA=-1.15.